This data is from Full USPTO retrosynthesis dataset with 1.9M reactions from patents (1976-2016). The task is: Predict the reactants needed to synthesize the given product. (1) Given the product [Cl:52][C:33]1[CH:34]=[CH:35][C:36]2[C:41](=[CH:40][CH:39]=[CH:38][CH:37]=2)[C:32]=1[O:31][P:30](=[N:12][C@@H:13]([C:24]1[CH:29]=[CH:28][CH:27]=[CH:26][CH:25]=1)[C:14]([O:16][CH2:17][C:18]1[CH:23]=[CH:22][CH:21]=[CH:20][CH:19]=1)=[O:15])=[O:42], predict the reactants needed to synthesize it. The reactants are: S(C1C=CC(C)=CC=1)([O-])(=O)=O.[NH2:12][C@@H:13]([C:24]1[CH:29]=[CH:28][CH:27]=[CH:26][CH:25]=1)[C:14]([O:16][CH2:17][C:18]1[CH:23]=[CH:22][CH:21]=[CH:20][CH:19]=1)=[O:15].[P:30](Cl)(Cl)(=[O:42])[O:31][C:32]1[C:41]2[C:36](=[CH:37][CH:38]=[CH:39][CH:40]=2)[CH:35]=[CH:34][CH:33]=1.C(N(CC)CC)C.[Cl:52]CCl. (2) Given the product [C:12]1([C:2]2[C:3]([C:6]3[CH:11]=[CH:10][CH:9]=[CH:8][CH:7]=3)=[CH:4][NH:20][N:19]=2)[CH:17]=[CH:16][CH:15]=[CH:14][CH:13]=1, predict the reactants needed to synthesize it. The reactants are: O=[C:2]([C:12]1[CH:17]=[CH:16][CH:15]=[CH:14][CH:13]=1)[CH:3]([C:6]1[CH:11]=[CH:10][CH:9]=[CH:8][CH:7]=1)[CH:4]=O.O.[NH2:19][NH2:20].